Task: Predict which catalyst facilitates the given reaction.. Dataset: Catalyst prediction with 721,799 reactions and 888 catalyst types from USPTO (1) Reactant: [OH:1][C@H:2]1[C@@H:6]([OH:7])[C@H:5]([N:8]2[CH:13]=[CH:12][C:11](=[O:14])[N:10]([CH2:15][C:16]3[CH:21]=[CH:20][C:19]([O:22][CH3:23])=[CH:18][CH:17]=3)[C:9]2=[O:24])[O:4][CH:3]1[C@H:25]([OH:57])[C@@H:26]([C:50]([O:52][C:53]([CH3:56])([CH3:55])[CH3:54])=[O:51])[NH:27][CH2:28][CH2:29][CH2:30][NH:31][C:32](=[O:49])[C@H:33]([CH2:45][CH:46]([CH3:48])[CH3:47])[NH:34]C(=O)OCC1C=CC=CC=1. Product: [NH2:34][C@@H:33]([CH2:45][CH:46]([CH3:48])[CH3:47])[C:32]([NH:31][CH2:30][CH2:29][CH2:28][NH:27][C@@H:26]([C@H:25]([CH:3]1[C@@H:2]([OH:1])[C@@H:6]([OH:7])[C@H:5]([N:8]2[CH:13]=[CH:12][C:11](=[O:14])[N:10]([CH2:15][C:16]3[CH:21]=[CH:20][C:19]([O:22][CH3:23])=[CH:18][CH:17]=3)[C:9]2=[O:24])[O:4]1)[OH:57])[C:50]([O:52][C:53]([CH3:54])([CH3:56])[CH3:55])=[O:51])=[O:49]. The catalyst class is: 19. (2) Reactant: [C:1]([O:5][C:6]([NH:8][CH:9]1[CH2:14][CH2:13][CH2:12][N:11]([C:15]2[N:19]([CH2:20][CH:21]=[C:22]([CH3:24])[CH3:23])[C:18]([C:25]([O:27][CH2:28][CH3:29])=[O:26])=[C:17]([NH2:30])[N:16]=2)[CH2:10]1)=[O:7])([CH3:4])([CH3:3])[CH3:2].Cl[C:32]([O:34][CH2:35][CH3:36])=[O:33].[OH-].[Na+]. Product: [C:1]([O:5][C:6]([NH:8][CH:9]1[CH2:14][CH2:13][CH2:12][N:11]([C:15]2[N:19]([CH2:20][CH:21]=[C:22]([CH3:23])[CH3:24])[C:18]([C:25]([O:27][CH2:28][CH3:29])=[O:26])=[C:17]([NH:30][C:32]([O:34][CH2:35][CH3:36])=[O:33])[N:16]=2)[CH2:10]1)=[O:7])([CH3:2])([CH3:3])[CH3:4]. The catalyst class is: 2. (3) Reactant: [CH2:1]([O:3][C:4](=[O:18])[C:5]1[CH:10]=[C:9]([C:11]([F:14])([F:13])[F:12])[C:8]([CH:15]=O)=[C:7]([Cl:17])[CH:6]=1)[CH3:2].[NH:19]1[CH2:24][CH2:23][CH:22]([NH:25][C:26](=[O:32])[O:27][C:28]([CH3:31])([CH3:30])[CH3:29])[CH2:21][CH2:20]1. Product: [Cl:17][C:7]1[CH:6]=[C:5]([CH:10]=[C:9]([C:11]([F:14])([F:13])[F:12])[C:8]=1[CH2:15][N:19]1[CH2:20][CH2:21][CH:22]([NH:25][C:26]([O:27][C:28]([CH3:31])([CH3:30])[CH3:29])=[O:32])[CH2:23][CH2:24]1)[C:4]([O:3][CH2:1][CH3:2])=[O:18]. The catalyst class is: 22. (4) Reactant: [Cl:1][C:2]1[CH:7]=[CH:6][C:5]([CH:8]([C:38]2[CH:43]=[CH:42][C:41]([Cl:44])=[CH:40][CH:39]=2)[C:9]2[CH:10]=[C:11]3[C:16](=[CH:17][CH:18]=2)[N:15]=[N:14][CH:13]=[C:12]3[NH:19][CH:20]2[CH2:25][CH2:24][N:23]([S:26]([C:29]3[S:33][C:32]([C:34]([O:36]C)=[O:35])=[CH:31][CH:30]=3)(=[O:28])=[O:27])[CH2:22][CH2:21]2)=[CH:4][CH:3]=1.[OH-].[Na+].CO.Cl. Product: [Cl:1][C:2]1[CH:3]=[CH:4][C:5]([CH:8]([C:38]2[CH:39]=[CH:40][C:41]([Cl:44])=[CH:42][CH:43]=2)[C:9]2[CH:10]=[C:11]3[C:16](=[CH:17][CH:18]=2)[N:15]=[N:14][CH:13]=[C:12]3[NH:19][CH:20]2[CH2:25][CH2:24][N:23]([S:26]([C:29]3[S:33][C:32]([C:34]([OH:36])=[O:35])=[CH:31][CH:30]=3)(=[O:28])=[O:27])[CH2:22][CH2:21]2)=[CH:6][CH:7]=1. The catalyst class is: 132.